Dataset: Reaction yield outcomes from USPTO patents with 853,638 reactions. Task: Predict the reaction yield, written as a fraction of the theoretical maximum amount of product (1.0 means a 100% yield; for example, 0.34 means a 34% yield). (1) The reactants are [CH2:1]([C:8]1[CH:20]=[CH:19][C:11]([O:12][CH2:13][C@H:14]2[CH2:18][CH2:17][CH2:16][NH:15]2)=[CH:10][CH:9]=1)[C:2]1[CH:7]=[CH:6][CH:5]=[CH:4][CH:3]=1.Cl.[N:22]1[CH:27]=[CH:26][CH:25]=[CH:24][C:23]=1[CH2:28]Cl.C(N(CC)CC)C. The catalyst is CN(C=O)C. The product is [CH2:1]([C:8]1[CH:20]=[CH:19][C:11]([O:12][CH2:13][C@H:14]2[CH2:18][CH2:17][CH2:16][N:15]2[CH2:28][C:23]2[CH:24]=[CH:25][CH:26]=[CH:27][N:22]=2)=[CH:10][CH:9]=1)[C:2]1[CH:3]=[CH:4][CH:5]=[CH:6][CH:7]=1. The yield is 0.360. (2) The reactants are C[Si]1(C)[C:23]2[C:24](=[CH:19][CH:20]=[CH:21][CH:22]=2)[CH:25]=[C:17]1[C:14]1C=[CH:15][C:14]([C:17]2[Si](C)(C)[C:19]3[C:24]([CH:25]=2)=[CH:23][CH:22]=[CH:21][CH:20]=3)=C[CH:15]=1.[Li:29].C1C2C(=CC=CC=2)C=CC=1.[Cl-].[NH4+]. The catalyst is C1COCC1. The product is [Li:29].[C-:22]1[C:23]2[C:24](=[CH:25][CH:17]=[CH:14][CH:15]=2)[CH:19]=[CH:20][CH:21]=1. The yield is 0.520. (3) The reactants are [CH:1]1([CH:7]([C:9]2[CH:13]=[C:12]([CH:14]3[CH2:19][CH2:18][O:17][CH2:16][CH2:15]3)[S:11][C:10]=2[CH2:20][CH3:21])O)[CH2:6][CH2:5][CH2:4][CH2:3][CH2:2]1.S(Cl)([Cl:24])=O.C(=O)([O-])O.[Na+]. The catalyst is C1(C)C=CC=CC=1. The product is [Cl:24][CH:7]([CH:1]1[CH2:6][CH2:5][CH2:4][CH2:3][CH2:2]1)[C:9]1[CH:13]=[C:12]([CH:14]2[CH2:19][CH2:18][O:17][CH2:16][CH2:15]2)[S:11][C:10]=1[CH2:20][CH3:21]. The yield is 0.930. (4) The reactants are C([Li])CCC.[CH2:6]([C:8]1[CH:13]=[CH:12][C:11]([O:14][CH3:15])=[CH:10][CH:9]=1)[CH3:7].CN(C)CCN(C)C.[C:24](=[O:26])=[O:25].[OH-].[Na+]. The catalyst is C(OCC)C. The product is [CH2:6]([C:8]1[CH:9]=[CH:10][C:11]([O:14][CH3:15])=[C:12]([CH:13]=1)[C:24]([OH:26])=[O:25])[CH3:7]. The yield is 0.370. (5) The reactants are [Cl:1][C:2]1[C:3](I)=[CH:4][C:5]([F:8])=[N:6][CH:7]=1.[Cl:10][C:11]1[CH:16]=[CH:15][C:14](B(O)O)=[CH:13][CH:12]=1. The catalyst is C(=O)([O-])[O-].[Na+].[Na+].C1(C)C=CC=CC=1.O.C1C=CC([P]([Pd]([P](C2C=CC=CC=2)(C2C=CC=CC=2)C2C=CC=CC=2)([P](C2C=CC=CC=2)(C2C=CC=CC=2)C2C=CC=CC=2)[P](C2C=CC=CC=2)(C2C=CC=CC=2)C2C=CC=CC=2)(C2C=CC=CC=2)C2C=CC=CC=2)=CC=1.ClC1C=CC(B(O)O)=CC=1. The product is [Cl:1][C:2]1[C:3]([C:14]2[CH:15]=[CH:16][C:11]([Cl:10])=[CH:12][CH:13]=2)=[CH:4][C:5]([F:8])=[N:6][CH:7]=1. The yield is 0.600. (6) The reactants are I[C:2]1[CH:7]=[CH:6][C:5]([N:8]2[C:13](=[O:14])[C:12]3[CH:15]=[CH:16][CH:17]=[N:18][C:11]=3[N:10]=[C:9]2[C@H:19]([NH:21][C:22](=[O:28])[O:23][C:24]([CH3:27])([CH3:26])[CH3:25])[CH3:20])=[CH:4][CH:3]=1.[C-:29]#[N:30].[Na+]. The catalyst is C1C=CC([P]([Pd]([P](C2C=CC=CC=2)(C2C=CC=CC=2)C2C=CC=CC=2)([P](C2C=CC=CC=2)(C2C=CC=CC=2)C2C=CC=CC=2)[P](C2C=CC=CC=2)(C2C=CC=CC=2)C2C=CC=CC=2)(C2C=CC=CC=2)C2C=CC=CC=2)=CC=1.[Cu]I. The product is [C:29]([C:2]1[CH:7]=[CH:6][C:5]([N:8]2[C:13](=[O:14])[C:12]3[CH:15]=[CH:16][CH:17]=[N:18][C:11]=3[N:10]=[C:9]2[C@H:19]([NH:21][C:22](=[O:28])[O:23][C:24]([CH3:25])([CH3:26])[CH3:27])[CH3:20])=[CH:4][CH:3]=1)#[N:30]. The yield is 0.890. (7) The yield is 0.810. The reactants are C1(P(C2C=CC=CC=2)C2C=CC=CC=2)C=CC=CC=1.[C:20]([O:28][CH2:29][C:30]1[CH:35]=[C:34]([NH:36][C:37](=O)[C:38]([F:41])([F:40])[F:39])[CH:33]=[CH:32][C:31]=1[O:43][CH:44]1[CH2:46][CH2:45]1)(=[O:27])[C:21]1[CH:26]=[CH:25][CH:24]=[CH:23][CH:22]=1.[N-:47]=[N+:48]=[N-:49].[Na+].O. The product is [C:20]([O:28][CH2:29][C:30]1[CH:35]=[C:34]([N:36]2[C:37]([C:38]([F:41])([F:40])[F:39])=[N:49][N:48]=[N:47]2)[CH:33]=[CH:32][C:31]=1[O:43][CH:44]1[CH2:46][CH2:45]1)(=[O:27])[C:21]1[CH:26]=[CH:25][CH:24]=[CH:23][CH:22]=1. The catalyst is C(Cl)(Cl)(Cl)Cl.CN(C)C=O. (8) The reactants are [NH2:1][C:2]1[C:7](Br)=[N:6][C:5]([Br:9])=[CH:4][N:3]=1.[CH2:10]([O:12][C:13]([N:15]1[CH2:20][CH2:19][CH:18]([NH2:21])[CH2:17][CH2:16]1)=[O:14])[CH3:11]. The product is [NH2:1][C:2]1[C:7]([NH:21][CH:18]2[CH2:17][CH2:16][N:15]([C:13]([O:12][CH2:10][CH3:11])=[O:14])[CH2:20][CH2:19]2)=[N:6][C:5]([Br:9])=[CH:4][N:3]=1. No catalyst specified. The yield is 1.00.